From a dataset of Forward reaction prediction with 1.9M reactions from USPTO patents (1976-2016). Predict the product of the given reaction. (1) Given the reactants [CH3:1][O:2][C:3]1[N:8]=[CH:7][C:6]([CH:9](O)[CH3:10])=[CH:5][CH:4]=1.C(N(CC)CC)C.CS(Cl)(=O)=O, predict the reaction product. The product is: [CH3:1][O:2][C:3]1[CH:4]=[CH:5][C:6]([CH:9]=[CH2:10])=[CH:7][N:8]=1. (2) Given the reactants [Cl:1][C:2]1[CH:3]=[N:4][N:5]([C:7]2([C:10]#[N:11])[CH2:9][CH2:8]2)[CH:6]=1.[O-:12][CH2:13][CH3:14].[Na+], predict the reaction product. The product is: [Cl:1][C:2]1[CH:3]=[N:4][N:5]([C:7]2([C:10](=[NH:11])[O:12][CH2:13][CH3:14])[CH2:8][CH2:9]2)[CH:6]=1.